The task is: Regression. Given two drug SMILES strings and cell line genomic features, predict the synergy score measuring deviation from expected non-interaction effect.. This data is from NCI-60 drug combinations with 297,098 pairs across 59 cell lines. (1) Drug 1: C1C(C(OC1N2C=NC3=C(N=C(N=C32)Cl)N)CO)O. Drug 2: C1C(C(OC1N2C=NC3=C2NC=NCC3O)CO)O. Cell line: SR. Synergy scores: CSS=61.8, Synergy_ZIP=0.801, Synergy_Bliss=1.01, Synergy_Loewe=-24.0, Synergy_HSA=0.270. (2) Drug 1: CC1=C(C(=CC=C1)Cl)NC(=O)C2=CN=C(S2)NC3=CC(=NC(=N3)C)N4CCN(CC4)CCO. Drug 2: C1CN1C2=NC(=NC(=N2)N3CC3)N4CC4. Cell line: A498. Synergy scores: CSS=36.9, Synergy_ZIP=-12.2, Synergy_Bliss=-2.73, Synergy_Loewe=0.639, Synergy_HSA=1.47. (3) Drug 1: CC1=CC2C(CCC3(C2CCC3(C(=O)C)OC(=O)C)C)C4(C1=CC(=O)CC4)C. Drug 2: C1=CC(=CC=C1C#N)C(C2=CC=C(C=C2)C#N)N3C=NC=N3. Cell line: HCT-15. Synergy scores: CSS=-1.88, Synergy_ZIP=1.17, Synergy_Bliss=0.233, Synergy_Loewe=-1.50, Synergy_HSA=-2.01. (4) Drug 1: CCC1(CC2CC(C3=C(CCN(C2)C1)C4=CC=CC=C4N3)(C5=C(C=C6C(=C5)C78CCN9C7C(C=CC9)(C(C(C8N6C)(C(=O)OC)O)OC(=O)C)CC)OC)C(=O)OC)O.OS(=O)(=O)O. Drug 2: C(CN)CNCCSP(=O)(O)O. Cell line: SW-620. Synergy scores: CSS=-3.84, Synergy_ZIP=4.49, Synergy_Bliss=6.41, Synergy_Loewe=0.157, Synergy_HSA=1.06. (5) Drug 1: CC1CCC2CC(C(=CC=CC=CC(CC(C(=O)C(C(C(=CC(C(=O)CC(OC(=O)C3CCCCN3C(=O)C(=O)C1(O2)O)C(C)CC4CCC(C(C4)OC)OCCO)C)C)O)OC)C)C)C)OC. Drug 2: CC12CCC3C(C1CCC2OP(=O)(O)O)CCC4=C3C=CC(=C4)OC(=O)N(CCCl)CCCl.[Na+]. Cell line: NCI-H522. Synergy scores: CSS=22.5, Synergy_ZIP=0.754, Synergy_Bliss=6.88, Synergy_Loewe=3.51, Synergy_HSA=4.73. (6) Drug 2: CCCCCOC(=O)NC1=NC(=O)N(C=C1F)C2C(C(C(O2)C)O)O. Cell line: MDA-MB-435. Synergy scores: CSS=7.21, Synergy_ZIP=-1.00, Synergy_Bliss=1.21, Synergy_Loewe=2.24, Synergy_HSA=2.16. Drug 1: C1CC(C1)(C(=O)O)C(=O)O.[NH2-].[NH2-].[Pt+2].